Dataset: Full USPTO retrosynthesis dataset with 1.9M reactions from patents (1976-2016). Task: Predict the reactants needed to synthesize the given product. (1) Given the product [Br:15][C:16]1[C:25]2[CH2:24][CH2:23][CH2:22][C:21]([C:2]3[CH:7]=[CH:6][C:5]([CH3:8])=[C:4]([CH3:9])[CH:3]=3)([OH:26])[C:20]=2[CH:19]=[N:18][CH:17]=1, predict the reactants needed to synthesize it. The reactants are: Br[C:2]1[CH:7]=[CH:6][C:5]([CH3:8])=[C:4]([CH3:9])[CH:3]=1.[Li]CCCC.[Br:15][C:16]1[C:25]2[CH2:24][CH2:23][CH2:22][C:21](=[O:26])[C:20]=2[CH:19]=[N:18][CH:17]=1.[NH4+].[Cl-]. (2) Given the product [CH:11]([N:14]1[C:15]2[C:16](=[CH:19][CH:20]=[CH:21][CH:22]=2)[CH:17]=[C:5]([C:6]([OH:7])=[O:8])[C:4]1=[O:9])([CH3:13])[CH3:12], predict the reactants needed to synthesize it. The reactants are: CC1(C)[O:7][C:6](=[O:8])[CH2:5][C:4](=[O:9])O1.[CH:11]([NH:14][C:15]1[CH:22]=[CH:21][CH:20]=[CH:19][C:16]=1[CH:17]=O)([CH3:13])[CH3:12].C(O)(=O)C.C(N)CN.